From a dataset of Forward reaction prediction with 1.9M reactions from USPTO patents (1976-2016). Predict the product of the given reaction. Given the reactants Cl.[CH:2]([C:5]1[CH:6]=[C:7]([C@@H:11]([NH2:13])[CH3:12])[CH:8]=[CH:9][CH:10]=1)([CH3:4])[CH3:3].[Cl:14][C:15]1[C:35]([O:36][C@@H:37]([CH3:42])[C:38]([O:40][CH3:41])=[O:39])=[CH:34][CH:33]=[CH:32][C:16]=1[CH2:17][N:18]1[C:26]2[C:21](=[CH:22][C:23]([C:27](O)=[O:28])=[CH:24][CH:25]=2)[C:20]([CH3:30])=[C:19]1[CH3:31], predict the reaction product. The product is: [Cl:14][C:15]1[C:16]([CH2:17][N:18]2[C:26]3[C:21](=[CH:22][C:23]([C:27](=[O:28])[NH:13][C@H:11]([C:7]4[CH:8]=[CH:9][CH:10]=[C:5]([CH:2]([CH3:4])[CH3:3])[CH:6]=4)[CH3:12])=[CH:24][CH:25]=3)[C:20]([CH3:30])=[C:19]2[CH3:31])=[CH:32][CH:33]=[CH:34][C:35]=1[O:36][C@@H:37]([CH3:42])[C:38]([O:40][CH3:41])=[O:39].